Predict the reactants needed to synthesize the given product. From a dataset of Full USPTO retrosynthesis dataset with 1.9M reactions from patents (1976-2016). (1) Given the product [Br:17][C:6]1[CH:7]=[C:2]([F:1])[C:3]([OH:9])=[C:4]([F:8])[CH:5]=1, predict the reactants needed to synthesize it. The reactants are: [F:1][C:2]1[CH:7]=[CH:6][CH:5]=[C:4]([F:8])[C:3]=1[OH:9].C1C(=O)N([Br:17])C(=O)C1. (2) Given the product [CH3:14][N:15]([C:16]1[CH:17]=[N:18][CH:19]=[CH:20][C:21]=1[C:22]1[CH:27]=[CH:26][CH:25]=[CH:24][C:23]=1[CH3:28])[C:6](=[O:7])[C:5]1[CH:9]=[CH:10][CH:11]=[C:3]([C:2]([F:13])([F:12])[F:1])[CH:4]=1, predict the reactants needed to synthesize it. The reactants are: [F:1][C:2]([F:13])([F:12])[C:3]1[CH:4]=[C:5]([CH:9]=[CH:10][CH:11]=1)[C:6](Cl)=[O:7].[CH3:14][NH:15][C:16]1[CH:17]=[N:18][CH:19]=[CH:20][C:21]=1[C:22]1[CH:27]=[CH:26][CH:25]=[CH:24][C:23]=1[CH3:28].CCN(C(C)C)C(C)C. (3) Given the product [F:34][C:22]([F:21])([O:26][C:27]1[CH:32]=[CH:31][CH:30]=[C:29]([F:33])[CH:28]=1)[C:23]1[N:14]([C:4]2[CH:5]=[CH:6][C:7]([N:8]3[CH2:13][CH2:12][O:11][CH2:10][CH2:9]3)=[C:2]([F:1])[CH:3]=2)[C:15](=[O:20])[CH:16]=[C:17]([CH3:18])[N:25]=1, predict the reactants needed to synthesize it. The reactants are: [F:1][C:2]1[CH:3]=[C:4]([NH:14][C:15](=[O:20])[CH2:16][C:17](=O)[CH3:18])[CH:5]=[CH:6][C:7]=1[N:8]1[CH2:13][CH2:12][O:11][CH2:10][CH2:9]1.[F:21][C:22]([F:34])([O:26][C:27]1[CH:32]=[CH:31][CH:30]=[C:29]([F:33])[CH:28]=1)[C:23]([NH2:25])=O.C1(C)C=CC=CC=1.[NH4+].[Cl-].